From a dataset of Reaction yield outcomes from USPTO patents with 853,638 reactions. Predict the reaction yield, written as a fraction of the theoretical maximum amount of product (1.0 means a 100% yield; for example, 0.34 means a 34% yield). (1) The reactants are [CH3:1][O:2][C:3]1[CH:8]=[CH:7][CH:6]=[C:5]([O:9][CH3:10])[C:4]=1[O:11][CH3:12].[C:13]([O:20][CH3:21])(=[O:19])[CH2:14][CH2:15][C:16]([O-])=[O:17]. No catalyst specified. The product is [CH3:21][O:20][C:13](=[O:19])[CH2:14][CH2:15][C:16](=[O:17])[C:6]1[CH:7]=[CH:8][C:3]([O:2][CH3:1])=[C:4]([O:11][CH3:12])[C:5]=1[O:9][CH3:10]. The yield is 0.720. (2) The product is [CH3:12][O:11][C:9]1[CH:8]=[CH:7][N:6]=[C:5]([C:3]([NH:14][NH2:15])=[O:2])[CH:10]=1. The catalyst is CO. The yield is 0.810. The reactants are C[O:2][C:3]([C:5]1[CH:10]=[C:9]([O:11][CH3:12])[CH:8]=[CH:7][N:6]=1)=O.O.[NH2:14][NH2:15]. (3) The reactants are [NH2:1][C:2]1[CH:3]=[N:4][CH:5]=[CH:6][CH:7]=1.[N-:8]=[N+:9]=[N-:10].[Na+].[CH:12](OC)(OC)OC.CCOC(C)=O. The catalyst is CC(O)=O. The product is [N:1]1([C:2]2[CH:3]=[N:4][CH:5]=[CH:6][CH:7]=2)[CH:12]=[N:10][N:9]=[N:8]1. The yield is 0.520. (4) The reactants are [F:1][C:2]1([F:44])[CH2:7][C@H:6]([O:8][C:9]2[C:14]([F:15])=[CH:13][C:12]([S:16]([N:19](CC3C=CC(OC)=CC=3OC)[C:20]3[CH:25]=[CH:24][N:23]=[CH:22][N:21]=3)(=[O:18])=[O:17])=[C:11]([F:37])[CH:10]=2)[C@@H:5]([C:38]2[N:42]([CH3:43])[N:41]=[CH:40][CH:39]=2)[CH2:4][CH2:3]1.C([SiH](CC)CC)C.FC(F)(F)C(O)=O. The catalyst is ClCCl. The product is [F:44][C:2]1([F:1])[CH2:7][C@H:6]([O:8][C:9]2[C:14]([F:15])=[CH:13][C:12]([S:16]([NH:19][C:20]3[CH:25]=[CH:24][N:23]=[CH:22][N:21]=3)(=[O:17])=[O:18])=[C:11]([F:37])[CH:10]=2)[C@@H:5]([C:38]2[N:42]([CH3:43])[N:41]=[CH:40][CH:39]=2)[CH2:4][CH2:3]1. The yield is 0.990. (5) The reactants are CS([C:5]1[N:15]=[C:8]2[N:9]=[C:10]([CH3:14])[CH:11]=[C:12]([CH3:13])[N:7]2[N:6]=1)(=O)=O.[Cl:16][C:17]1[CH:26]=[CH:25][C:20]([O:21][CH2:22][CH2:23][NH2:24])=[CH:19][CH:18]=1. No catalyst specified. The product is [Cl:16][C:17]1[CH:26]=[CH:25][C:20]([O:21][CH2:22][CH2:23][NH:24][C:5]2[N:15]=[C:8]3[N:9]=[C:10]([CH3:14])[CH:11]=[C:12]([CH3:13])[N:7]3[N:6]=2)=[CH:19][CH:18]=1. The yield is 0.260.